This data is from Catalyst prediction with 721,799 reactions and 888 catalyst types from USPTO. The task is: Predict which catalyst facilitates the given reaction. (1) Reactant: [Cl:1][C:2]1[C:11]2[C:6](=[CH:7][CH:8]=[C:9]([CH:12]=C)[CH:10]=2)[N:5]=[CH:4][CH:3]=1.[BH4-].[Na+].C[OH:17]. Product: [Cl:1][C:2]1[C:11]2[C:6](=[CH:7][CH:8]=[C:9]([CH2:12][OH:17])[CH:10]=2)[N:5]=[CH:4][CH:3]=1. The catalyst class is: 4. (2) Reactant: OS(O)(=O)=O.[F:6][C:7]1[CH:12]=[CH:11][CH:10]=[CH:9][C:8]=1[C:13](=[O:15])[CH3:14].[N+:16]([O-])([OH:18])=[O:17]. Product: [F:6][C:7]1[CH:12]=[CH:11][C:10]([N+:16]([O-:18])=[O:17])=[CH:9][C:8]=1[C:13](=[O:15])[CH3:14]. The catalyst class is: 6. (3) Reactant: [Cl-].[NH2:2][C:3]([NH2:5])=[NH2+:4].CC([O-])(C)C.[K+].[CH3:12][S:13]([C:16]1[C:17]([O:27][C:28]2[CH:33]=[CH:32][C:31]([S:34]([CH3:37])(=[O:36])=[O:35])=[C:30]([S:38]([F:43])([F:42])([F:41])([F:40])[F:39])[CH:29]=2)=[CH:18][C:19]([CH3:26])=[C:20]([CH:25]=1)[C:21](OC)=[O:22])(=[O:15])=[O:14].Cl. Product: [CH3:12][S:13]([C:16]1[C:17]([O:27][C:28]2[CH:33]=[CH:32][C:31]([S:34]([CH3:37])(=[O:35])=[O:36])=[C:30]([S:38]([F:41])([F:43])([F:42])([F:39])[F:40])[CH:29]=2)=[CH:18][C:19]([CH3:26])=[C:20]([CH:25]=1)[C:21]([NH:4][C:3]([NH2:5])=[NH:2])=[O:22])(=[O:14])=[O:15]. The catalyst class is: 18.